From a dataset of Reaction yield outcomes from USPTO patents with 853,638 reactions. Predict the reaction yield, written as a fraction of the theoretical maximum amount of product (1.0 means a 100% yield; for example, 0.34 means a 34% yield). (1) The reactants are [NH2:1][C:2]1[C:8]([OH:9])=[CH:7][CH:6]=[CH:5][C:3]=1[OH:4].C(N(CC)CC)C.[C:17](Cl)(=[O:24])[C:18]1[CH:23]=[CH:22][CH:21]=[CH:20][CH:19]=1.[OH-].[K+]. The catalyst is O1CCCC1. The product is [OH:4][C:3]1[CH:5]=[CH:6][CH:7]=[C:8]([OH:9])[C:2]=1[NH:1][C:17](=[O:24])[C:18]1[CH:23]=[CH:22][CH:21]=[CH:20][CH:19]=1. The yield is 0.680. (2) The reactants are [CH2:1]([C:5]1[N:6]=[C:7]([CH3:27])[NH:8][C:9](=[O:26])[C:10]=1[CH2:11][C:12]1[CH:17]=[CH:16][C:15]([C:18]2[C:19]([C:24]#[N:25])=[CH:20][CH:21]=[CH:22][CH:23]=2)=[CH:14][CH:13]=1)[CH2:2][CH2:3][CH3:4].C(=O)([O-])[O-].[K+].[K+].Br[CH2:35][C:36]1[CH:41]=[CH:40][CH:39]=[C:38]([F:42])[C:37]=1[F:43].CN(C)C=O. The catalyst is C(OCC)(=O)C. The product is [CH2:1]([C:5]1[N:6]=[C:7]([CH3:27])[N:8]([CH2:35][C:36]2[CH:41]=[CH:40][CH:39]=[C:38]([F:42])[C:37]=2[F:43])[C:9](=[O:26])[C:10]=1[CH2:11][C:12]1[CH:17]=[CH:16][C:15]([C:18]2[C:19]([C:24]#[N:25])=[CH:20][CH:21]=[CH:22][CH:23]=2)=[CH:14][CH:13]=1)[CH2:2][CH2:3][CH3:4]. The yield is 0.460. (3) The catalyst is CS(C)=O. The reactants are [Br:1][C:2]1[CH:3]=[C:4]([C:14]2[O:15][C:16](=[O:26])[C:17]3[CH:23]=[C:22]([Cl:24])[CH:21]=[C:20]([CH3:25])[C:18]=3[N:19]=2)[N:5]([C:7]2[C:12]([Cl:13])=[CH:11][CH:10]=[CH:9][N:8]=2)[N:6]=1.[CH2:27]([NH:34][C:35](=[O:39])[CH2:36][NH:37][NH2:38])[C:28]1[CH:33]=[CH:32][CH:31]=[CH:30][CH:29]=1.[Cl-].[NH4+]. The product is [CH2:27]([NH:34][C:35]([CH2:36][NH:37][NH:38][C:16]([C:17]1[CH:23]=[C:22]([Cl:24])[CH:21]=[C:20]([CH3:25])[C:18]=1[NH:19][C:14]([C:4]1[N:5]([C:7]2[C:12]([Cl:13])=[CH:11][CH:10]=[CH:9][N:8]=2)[N:6]=[C:2]([Br:1])[CH:3]=1)=[O:15])=[O:26])=[O:39])[C:28]1[CH:33]=[CH:32][CH:31]=[CH:30][CH:29]=1. The yield is 0.640. (4) The reactants are [CH3:1][N:2]1[CH2:7][CH2:6][N:5]([CH2:8][C:9]2[CH:14]=[CH:13][C:12]([NH:15][C:16]([NH:18][C:19]3[CH:24]=[CH:23][C:22](B4OC(C)(C)C(C)(C)O4)=[CH:21][CH:20]=3)=[O:17])=[CH:11][C:10]=2[C:34]([F:37])([F:36])[F:35])[CH2:4][CH2:3]1.C1COCC1.Br[C:44]1[N:48]2[C:49]3[C:54]([N:55]=[C:56]([NH:57][CH2:58][CH:59]([CH3:61])[CH3:60])[C:47]2=[N:46][CH:45]=1)=[CH:53][CH:52]=[CH:51][CH:50]=3.CC1C=CC=CC=1P(C1C=CC=CC=1C)C1C=CC=CC=1C. The catalyst is C(=O)([O-])[O-].[K+].[K+].CC([O-])=O.CC([O-])=O.[Pd+2]. The product is [CH2:58]([NH:57][C:56]1[C:47]2[N:48]([C:44]([C:22]3[CH:21]=[CH:20][C:19]([NH:18][C:16]([NH:15][C:12]4[CH:13]=[CH:14][C:9]([CH2:8][N:5]5[CH2:4][CH2:3][N:2]([CH3:1])[CH2:7][CH2:6]5)=[C:10]([C:34]([F:35])([F:36])[F:37])[CH:11]=4)=[O:17])=[CH:24][CH:23]=3)=[CH:45][N:46]=2)[C:49]2[C:54]([N:55]=1)=[CH:53][CH:52]=[CH:51][CH:50]=2)[CH:59]([CH3:61])[CH3:60]. The yield is 0.140.